This data is from Peptide-MHC class II binding affinity with 134,281 pairs from IEDB. The task is: Regression. Given a peptide amino acid sequence and an MHC pseudo amino acid sequence, predict their binding affinity value. This is MHC class II binding data. (1) The peptide sequence is EKKGFAATQFEPLAA. The MHC is HLA-DPA10201-DPB10101 with pseudo-sequence HLA-DPA10201-DPB10101. The binding affinity (normalized) is 0.826. (2) The peptide sequence is PAAAYATATPAAATA. The MHC is HLA-DPA10103-DPB10301 with pseudo-sequence HLA-DPA10103-DPB10301. The binding affinity (normalized) is 0.594. (3) The peptide sequence is STNDDEVLIEVNPPF. The MHC is DRB1_0901 with pseudo-sequence DRB1_0901. The binding affinity (normalized) is 0.111. (4) The peptide sequence is YASVEAANASPLQVA. The MHC is DRB1_1501 with pseudo-sequence DRB1_1501. The binding affinity (normalized) is 0.573. (5) The peptide sequence is SGNLVMFQMQDHQLI. The MHC is HLA-DQA10101-DQB10501 with pseudo-sequence HLA-DQA10101-DQB10501. The binding affinity (normalized) is 0.635. (6) The peptide sequence is SHLNAMSKVRKDISE. The MHC is DRB5_0101 with pseudo-sequence DRB5_0101. The binding affinity (normalized) is 0.820. (7) The peptide sequence is LALVGFLGGLITGTS. The MHC is HLA-DPA10201-DPB10501 with pseudo-sequence HLA-DPA10201-DPB10501. The binding affinity (normalized) is 0.210. (8) The peptide sequence is VLAALFAGAWCVPKV. The MHC is HLA-DQA10401-DQB10402 with pseudo-sequence HLA-DQA10401-DQB10402. The binding affinity (normalized) is 0.174. (9) The peptide sequence is QELYSPLFLIVAALV. The MHC is DRB1_0101 with pseudo-sequence DRB1_0101. The binding affinity (normalized) is 0.833.